Task: Regression/Classification. Given a drug SMILES string, predict its toxicity properties. Task type varies by dataset: regression for continuous values (e.g., LD50, hERG inhibition percentage) or binary classification for toxic/non-toxic outcomes (e.g., AMES mutagenicity, cardiotoxicity, hepatotoxicity). Dataset: ames.. Dataset: Ames mutagenicity test results for genotoxicity prediction (1) The molecule is N#Cc1ccc(C[C@@]23C[C@H](N=[N+]=[N-])CN2C(=O)N(c2cc(Cl)cc(Cl)c2)C3=O)cc1. The result is 1 (mutagenic). (2) The molecule is C[C@H]1CS(=O)(=O)CCN1/N=C/c1ccc([N+](=O)[O-])o1. The result is 1 (mutagenic). (3) The drug is C/C=C/c1cc(OC)c(OC)cc1OC. The result is 1 (mutagenic). (4) The molecule is CS(=O)(=O)OCC(O)C(O)COS(C)(=O)=O. The result is 1 (mutagenic). (5) The compound is COc1nsc2ccc(N)cc12. The result is 1 (mutagenic).